From a dataset of Forward reaction prediction with 1.9M reactions from USPTO patents (1976-2016). Predict the product of the given reaction. (1) Given the reactants [OH:1][C:2]1[CH:3]=[C:4]2[C:8](=[CH:9][CH:10]=1)[NH:7][CH:6]=[CH:5]2.Cl.Cl[CH2:13][CH2:14][N:15]1[CH2:20][CH2:19][O:18][CH2:17][CH2:16]1.C(=O)([O-])[O-].[K+].[K+], predict the reaction product. The product is: [NH:7]1[C:8]2[C:4](=[CH:3][C:2]([O:1][CH2:13][CH2:14][N:15]3[CH2:20][CH2:19][O:18][CH2:17][CH2:16]3)=[CH:10][CH:9]=2)[CH:5]=[CH:6]1. (2) Given the reactants [Cl-].[Li+].CON(C)[C:6]([C:8]1[O:12][CH:11]=[N:10][C:9]=1[CH3:13])=[O:7].[C:15]1([Mg]Br)[CH:20]=[CH:19][CH:18]=[CH:17][CH:16]=1.Cl, predict the reaction product. The product is: [CH3:13][C:9]1[N:10]=[CH:11][O:12][C:8]=1[C:6]([C:15]1[CH:20]=[CH:19][CH:18]=[CH:17][CH:16]=1)=[O:7]. (3) Given the reactants [CH3:1][N:2]([CH3:49])[CH2:3]/[CH:4]=[CH:5]/[C:6]([N:8]1[CH2:12][CH2:11][C@@H:10]([NH:13][C:14]2[C:22]3[C:17](=[N:18][CH:19]=[CH:20][C:21]=3[O:23][C:24]3[CH:32]=[CH:31][C:30]([O:33][C:34]4[CH:39]=[CH:38][CH:37]=[CH:36][CH:35]=4)=[CH:29][C:25]=3[C:26]([NH2:28])=[O:27])[N:16](CC3C=CC(OC)=CC=3)[N:15]=2)[CH2:9]1)=[O:7].C(O)(C(F)(F)F)=O, predict the reaction product. The product is: [CH3:49][N:2]([CH3:1])[CH2:3]/[CH:4]=[CH:5]/[C:6]([N:8]1[CH2:12][CH2:11][C@@H:10]([NH:13][C:14]2[C:22]3[C:17](=[N:18][CH:19]=[CH:20][C:21]=3[O:23][C:24]3[CH:32]=[CH:31][C:30]([O:33][C:34]4[CH:35]=[CH:36][CH:37]=[CH:38][CH:39]=4)=[CH:29][C:25]=3[C:26]([NH2:28])=[O:27])[NH:16][N:15]=2)[CH2:9]1)=[O:7]. (4) The product is: [Br:28][C:29]1[C:30](=[O:46])[NH:31][C:32](=[O:45])[N:33]([C:35]2[CH:40]=[CH:39][CH:38]=[C:37]([C:41]([F:44])([F:43])[F:42])[CH:36]=2)[CH:34]=1.[F:18][C:2]([F:1])([F:17])[C:3]1[CH:4]=[C:5]([N:9]2[CH:14]=[CH:13][C:12](=[O:15])[NH:11][C:10]2=[O:16])[CH:6]=[CH:7][CH:8]=1. Given the reactants [F:1][C:2]([F:18])([F:17])[C:3]1[CH:4]=[C:5]([N:9]2[CH2:14][CH2:13][C:12](=[O:15])[NH:11][C:10]2=[O:16])[CH:6]=[CH:7][CH:8]=1.BrBr.S([O-])([O-])(=O)=S.[Na+].[Na+].[Br:28][C:29]1[C:30](=[O:46])[NH:31][C:32](=[O:45])[N:33]([C:35]2[CH:40]=[CH:39][CH:38]=[C:37]([C:41]([F:44])([F:43])[F:42])[CH:36]=2)[CH:34]=1.BrC1(Br)CN(C2C=CC=C(C(F)(F)F)C=2)C(=O)NC1=O.BrC1CN(C2C=CC=C(C(F)(F)F)C=2)C(=O)NC1=O.[Cl-].[Li+], predict the reaction product. (5) Given the reactants CN(C(ON1N=NC2C=CC=NC1=2)=[N+](C)C)C.F[P-](F)(F)(F)(F)F.[Cl:25][C:26]1[CH:27]=[C:28]([C:52](O)=[O:53])[CH:29]=[N:30][C:31]=1[NH:32][NH:33][C:34]([NH:36][CH:37]1[C:43]2[CH:44]=[CH:45][CH:46]=[CH:47][C:42]=2[CH2:41][CH2:40][C:39]2[CH:48]=[CH:49][CH:50]=[CH:51][C:38]1=2)=[S:35].[CH2:55]1[C@@H:60]([NH2:61])[C:58](=[O:59])[S:57][CH2:56]1.Cl.CCN(C(C)C)C(C)C, predict the reaction product. The product is: [Cl:25][C:26]1[CH:27]=[C:28]([C:52]([NH:61][C@@H:60]2[CH2:55][CH2:56][S:57][C:58]2=[O:59])=[O:53])[CH:29]=[N:30][C:31]=1[NH:32][NH:33][C:34]([NH:36][CH:37]1[C:43]2[CH:44]=[CH:45][CH:46]=[CH:47][C:42]=2[CH2:41][CH2:40][C:39]2[CH:48]=[CH:49][CH:50]=[CH:51][C:38]1=2)=[S:35]. (6) Given the reactants C([O:8][CH2:9][CH2:10][CH2:11][N:12]1[C:16](=[O:17])[C:15]2([CH2:22][CH2:21][N:20]([C@H:23]3[CH2:28][CH2:27][C@H:26]([CH:29]([CH3:31])[CH3:30])[CH2:25][CH2:24]3)[CH2:19][CH2:18]2)[N:14]([C:32]2[CH:37]=[CH:36][CH:35]=[CH:34][CH:33]=2)[CH2:13]1)C1C=CC=CC=1.Br.[Br-].[OH-].[Na+].[C:42]([OH:48])([C:44]([F:47])([F:46])[F:45])=[O:43], predict the reaction product. The product is: [OH:48][C:42]([C:44]([F:47])([F:46])[F:45])=[O:43].[OH:8][CH2:9][CH2:10][CH2:11][N:12]1[C:16](=[O:17])[C:15]2([CH2:22][CH2:21][N:20]([C@H:23]3[CH2:24][CH2:25][C@H:26]([CH:29]([CH3:31])[CH3:30])[CH2:27][CH2:28]3)[CH2:19][CH2:18]2)[N:14]([C:32]2[CH:33]=[CH:34][CH:35]=[CH:36][CH:37]=2)[CH2:13]1.